From a dataset of Reaction yield outcomes from USPTO patents with 853,638 reactions. Predict the reaction yield, written as a fraction of the theoretical maximum amount of product (1.0 means a 100% yield; for example, 0.34 means a 34% yield). The reactants are [N:1]1[CH:6]=[CH:5][CH:4]=[CH:3][C:2]=1[NH:7][CH2:8][CH2:9][CH2:10][CH2:11][C:12]([O:14][CH3:15])=[O:13].[C:16](O[C:16]([O:18][C:19]([CH3:22])([CH3:21])[CH3:20])=[O:17])([O:18][C:19]([CH3:22])([CH3:21])[CH3:20])=[O:17]. The catalyst is C(Cl)Cl.CN(C1C=CN=CC=1)C.O. The product is [C:19]([O:18][C:16]([N:7]([C:2]1[CH:3]=[CH:4][CH:5]=[CH:6][N:1]=1)[CH2:8][CH2:9][CH2:10][CH2:11][C:12]([O:14][CH3:15])=[O:13])=[O:17])([CH3:22])([CH3:21])[CH3:20]. The yield is 0.480.